This data is from Forward reaction prediction with 1.9M reactions from USPTO patents (1976-2016). The task is: Predict the product of the given reaction. (1) Given the reactants [OH-].[Na+].[CH3:3][C:4]1[CH:5]=[C:6]2[N:11]([C:12]=1[C:13]([C:15]1[CH:16]=[C:17]3[C:22](=[CH:23][CH:24]=1)[N:21]([CH3:25])[CH:20]=[C:19]([C:26]([O:28]CC)=[O:27])[C:18]3=[O:31])=[O:14])[CH:10]=[CH:9][CH:8]=[CH:7]2.C(O)(C)(C)C.Cl, predict the reaction product. The product is: [CH3:3][C:4]1[CH:5]=[C:6]2[N:11]([C:12]=1[C:13]([C:15]1[CH:16]=[C:17]3[C:22](=[CH:23][CH:24]=1)[N:21]([CH3:25])[CH:20]=[C:19]([C:26]([OH:28])=[O:27])[C:18]3=[O:31])=[O:14])[CH:10]=[CH:9][CH:8]=[CH:7]2. (2) Given the reactants [C:1]1([CH:7]2[CH2:16][CH2:15][C:14]3[C:9](=[CH:10][CH:11]=[C:12]([O:17][C:18]4[N:23]=[CH:22][C:21]([NH2:24])=[CH:20][CH:19]=4)[CH:13]=3)[O:8]2)[CH:6]=[CH:5][CH:4]=[CH:3][CH:2]=1.[C:25](O)(=[O:31])[CH2:26][CH2:27][C:28]([OH:30])=[O:29].O, predict the reaction product. The product is: [C:1]1([CH:7]2[CH2:16][CH2:15][C:14]3[C:9](=[CH:10][CH:11]=[C:12]([O:17][C:18]4[N:23]=[CH:22][C:21]([NH:24][C:25](=[O:31])[CH2:26][CH2:27][C:28]([OH:30])=[O:29])=[CH:20][CH:19]=4)[CH:13]=3)[O:8]2)[CH:6]=[CH:5][CH:4]=[CH:3][CH:2]=1. (3) The product is: [CH3:40][O:39][CH2:38][O:37][C:12]1[CH:11]=[CH:10][C:9]([CH2:8][N:49]2[CH2:50][CH2:51][N:46]([CH2:43][CH2:44][CH3:45])[CH2:47][CH2:48]2)=[CH:36][C:13]=1[C:14]([NH:16][C:17]1[CH:29]=[C:28]([C:30]2[CH:31]=[CH:32][CH:33]=[CH:34][CH:35]=2)[CH:27]=[CH:26][C:18]=1[C:19]([O:21][C:22]([CH3:23])([CH3:24])[CH3:25])=[O:20])=[O:15]. Given the reactants C(=O)([O-])[O-].[K+].[K+].Br[CH2:8][C:9]1[CH:10]=[CH:11][C:12]([O:37][CH2:38][O:39][CH3:40])=[C:13]([CH:36]=1)[C:14]([NH:16][C:17]1[CH:29]=[C:28]([C:30]2[CH:35]=[CH:34][CH:33]=[CH:32][CH:31]=2)[CH:27]=[CH:26][C:18]=1[C:19]([O:21][C:22]([CH3:25])([CH3:24])[CH3:23])=[O:20])=[O:15].Cl.Cl.[CH2:43]([N:46]1[CH2:51][CH2:50][NH:49][CH2:48][CH2:47]1)[CH2:44][CH3:45], predict the reaction product. (4) Given the reactants [OH:1][CH2:2][CH2:3][CH2:4][O:5][C:6]1[CH:11]=[CH:10][C:9]([C:12]2[CH:17]=[CH:16][N:15]([CH2:18][CH2:19][C:20]([CH3:35])([S:31]([CH3:34])(=[O:33])=[O:32])[C:21]([NH:23][O:24]C3CCCCO3)=[O:22])[C:14](=[O:36])[CH:13]=2)=[CH:8][CH:7]=1.Cl, predict the reaction product. The product is: [OH:24][NH:23][C:21](=[O:22])[C:20]([CH3:35])([S:31]([CH3:34])(=[O:33])=[O:32])[CH2:19][CH2:18][N:15]1[CH:16]=[CH:17][C:12]([C:9]2[CH:10]=[CH:11][C:6]([O:5][CH2:4][CH2:3][CH2:2][OH:1])=[CH:7][CH:8]=2)=[CH:13][C:14]1=[O:36]. (5) Given the reactants [Cl:1][C:2]1[CH:10]=[CH:9][C:8]2[NH:7][C:6]3[CH2:11][CH2:12][N:13]([CH3:15])[CH2:14][C:5]=3[C:4]=2[CH:3]=1.[CH3:16][O:17][C:18]1[CH:23]=[CH:22][C:21]([CH:24]=[CH2:25])=[CH:20][N:19]=1.[OH-].[K+].[CH3:28]N1C(=O)CCC1, predict the reaction product. The product is: [Cl:1][C:2]1[CH:10]=[CH:9][C:8]2[N:7]([CH2:25][CH2:24][C:21]3[CH:20]=[N:19][C:18]([O:17][CH2:16][CH3:28])=[CH:23][CH:22]=3)[C:6]3[CH2:11][CH2:12][N:13]([CH3:15])[CH2:14][C:5]=3[C:4]=2[CH:3]=1. (6) Given the reactants [Cl:1][C:2]1[C:3]([O:28][CH2:29][CH2:30][CH2:31][O:32][CH3:33])=[CH:4][C:5]2[CH2:14][CH:13]([CH:15]3[CH2:20][CH2:19][O:18][CH2:17][CH2:16]3)[N:12]3[CH:7]([CH2:8][C:9](=[O:26])[C:10]([C:21]([O:23][CH2:24][CH3:25])=[O:22])=[CH:11]3)[C:6]=2[CH:27]=1.C1(Cl)C(=O)C(Cl)=C(Cl)C(=O)C=1Cl, predict the reaction product. The product is: [Cl:1][C:2]1[C:3]([O:28][CH2:29][CH2:30][CH2:31][O:32][CH3:33])=[CH:4][C:5]2[CH2:14][CH:13]([CH:15]3[CH2:20][CH2:19][O:18][CH2:17][CH2:16]3)[N:12]3[C:7](=[CH:8][C:9](=[O:26])[C:10]([C:21]([O:23][CH2:24][CH3:25])=[O:22])=[CH:11]3)[C:6]=2[CH:27]=1. (7) Given the reactants [OH:1][CH2:2][C:3]1[CH:4]=[C:5]([NH:9][C:10](=[O:16])[O:11][C:12]([CH3:15])([CH3:14])[CH3:13])[CH:6]=[CH:7][CH:8]=1.[CH2:17]([C@H:24]1[CH2:28][O:27][C:26](=[O:29])[N:25]1[C:30](=[O:45])[CH2:31][C@@H:32]([C:38]1[CH:43]=[CH:42][C:41](O)=[CH:40][CH:39]=1)[C:33]1[CH:37]=[CH:36][O:35][N:34]=1)[C:18]1[CH:23]=[CH:22][CH:21]=[CH:20][CH:19]=1.CC(OC(/N=N/C(OC(C)C)=O)=O)C.C1(P(C2C=CC=CC=2)C2C=CC=CC=2)C=CC=CC=1, predict the reaction product. The product is: [CH2:17]([C@H:24]1[CH2:28][O:27][C:26](=[O:29])[N:25]1[C:30](=[O:45])[CH2:31][C@@H:32]([C:38]1[CH:39]=[CH:40][C:41]([O:1][CH2:2][C:3]2[CH:4]=[C:5]([NH:9][C:10](=[O:16])[O:11][C:12]([CH3:13])([CH3:15])[CH3:14])[CH:6]=[CH:7][CH:8]=2)=[CH:42][CH:43]=1)[C:33]1[CH:37]=[CH:36][O:35][N:34]=1)[C:18]1[CH:23]=[CH:22][CH:21]=[CH:20][CH:19]=1.